From a dataset of Full USPTO retrosynthesis dataset with 1.9M reactions from patents (1976-2016). Predict the reactants needed to synthesize the given product. (1) Given the product [OH:6][CH2:7][C:8]1[CH:9]=[CH:10][C:11]([CH2:14][N:15]2[CH2:20][CH2:19][N:18]([C:21]3[C:26]([C:27]([O:29][CH:30]([CH3:32])[CH3:31])=[O:28])=[CH:25][CH:24]=[CH:23][N:22]=3)[CH2:17][CH2:16]2)=[N:12][CH:13]=1, predict the reactants needed to synthesize it. The reactants are: CC([Si](C)(C)[O:6][CH2:7][C:8]1[CH:9]=[CH:10][C:11]([CH2:14][N:15]2[CH2:20][CH2:19][N:18]([C:21]3[C:26]([C:27]([O:29][CH:30]([CH3:32])[CH3:31])=[O:28])=[CH:25][CH:24]=[CH:23][N:22]=3)[CH2:17][CH2:16]2)=[N:12][CH:13]=1)(C)C.F.F.F.C(N(CC)CC)C. (2) Given the product [CH2:13]([C:17]1[N:18]=[C:19]([CH3:50])[N:20]([CH2:39][C:40]2[S:41][C:42]3[CH:48]=[CH:47][C:46]([CH3:49])=[CH:45][C:43]=3[CH:44]=2)[C:21](=[O:38])[C:22]=1[CH2:23][C:24]1[CH:25]=[CH:26][C:27]([C:30]2[CH:35]=[CH:34][CH:33]=[CH:32][C:31]=2[C:36]2[NH:3][C:4](=[O:7])[O:5][N:37]=2)=[CH:28][CH:29]=1)[CH2:14][CH2:15][CH3:16], predict the reactants needed to synthesize it. The reactants are: [Cl-].O[NH3+:3].[C:4](=[O:7])([O-])[OH:5].[Na+].CS(C)=O.[CH2:13]([C:17]1[N:18]=[C:19]([CH3:50])[N:20]([CH2:39][C:40]2[S:41][C:42]3[CH:48]=[CH:47][C:46]([CH3:49])=[CH:45][C:43]=3[CH:44]=2)[C:21](=[O:38])[C:22]=1[CH2:23][C:24]1[CH:29]=[CH:28][C:27]([C:30]2[C:31]([C:36]#[N:37])=[CH:32][CH:33]=[CH:34][CH:35]=2)=[CH:26][CH:25]=1)[CH2:14][CH2:15][CH3:16]. (3) Given the product [CH3:30][N:31]([CH2:42][C:43]1[N:47]([CH2:48][C@@H:49]2[CH2:54][CH2:53][CH2:52][N:51]([CH2:55][CH2:56][CH:57]([CH3:59])[CH3:58])[CH2:50]2)[C:46]2[CH:60]=[CH:61][CH:62]=[CH:63][C:45]=2[N:44]=1)[C@@H:32]1[C:41]2[N:40]=[CH:39][CH:38]=[CH:37][C:36]=2[CH2:35][CH2:34][CH2:33]1, predict the reactants needed to synthesize it. The reactants are: CN(CC1N(C[C@@H]2CCCNC2)C2C=CC=CC=2N=1)[C@@H]1C2N=CC=CC=2CCC1.[CH3:30][N:31]([CH2:42][C:43]1[N:47]([CH2:48][C@@H:49]2[CH2:54][CH2:53][CH2:52][N:51]([CH2:55][CH2:56][CH:57]([CH3:59])[CH3:58])[CH2:50]2)[C:46]2[CH:60]=[CH:61][CH:62]=[CH:63][C:45]=2[N:44]=1)[C@H:32]1[C:41]2[N:40]=[CH:39][CH:38]=[CH:37][C:36]=2[CH2:35][CH2:34][CH2:33]1. (4) Given the product [F:10][C:11]([F:17])([F:16])[S:12][C:2]1[N:3]=[CH:4][N:5]2[CH:9]=[CH:8][S:7][C:6]=12, predict the reactants needed to synthesize it. The reactants are: I[C:2]1[N:3]=[CH:4][N:5]2[CH:9]=[CH:8][S:7][C:6]=12.[F:10][C:11]([F:17])([F:16])[S:12]([O-])(=O)=O.[F:10][C:11]([F:17])([F:16])[S+:12]1C2C=CC=CC=2C2C=CC=CC1=2.